The task is: Predict the product of the given reaction.. This data is from Forward reaction prediction with 1.9M reactions from USPTO patents (1976-2016). (1) Given the reactants [NH2:1][C:2]1[C:10]2[C:5](=[CH:6][CH:7]=[C:8]([NH:11][C:12]([NH:14][CH2:15][C:16]3[CH:21]=[CH:20][CH:19]=[C:18]([O:22]C)[CH:17]=3)=[O:13])[CH:9]=2)[NH:4][N:3]=1.B(Br)(Br)Br, predict the reaction product. The product is: [NH2:1][C:2]1[C:10]2[C:5](=[CH:6][CH:7]=[C:8]([NH:11][C:12]([NH:14][CH2:15][C:16]3[CH:21]=[CH:20][CH:19]=[C:18]([OH:22])[CH:17]=3)=[O:13])[CH:9]=2)[NH:4][N:3]=1. (2) Given the reactants [NH:1]1[CH:8]=[CH:7][C:5]([NH2:6])=[N:4][C:2]1=[O:3].CO.[BH4-].[Na+].[ClH:13], predict the reaction product. The product is: [ClH:13].[NH:1]1[CH:8]=[CH:7][C:5]([NH2:6])=[N:4][C:2]1=[O:3].[NH:1]1[CH:8]=[CH:7][C:5]([NH2:6])=[N:4][C:2]1=[O:3]. (3) The product is: [CH2:24]([N:9]([OH:8])[C:10]([NH:12][C:13]([C:16]1[CH:21]=[C:20]([S:22][CH3:23])[CH:19]=[CH:18][N:17]=1)([CH3:14])[CH3:15])=[O:11])[CH3:25]. Given the reactants C([O:8][N:9]([CH2:24][CH3:25])[C:10]([NH:12][C:13]([C:16]1[CH:21]=[C:20]([S:22][CH3:23])[CH:19]=[CH:18][N:17]=1)([CH3:15])[CH3:14])=[O:11])C1C=CC=CC=1.FC(F)(F)S(O)(=O)=O.C(=O)([O-])O.[Na+], predict the reaction product. (4) Given the reactants [CH2:1]([NH:3][C:4]([NH:6][C:7]1[N:12]=[CH:11][C:10]([C:13]2[CH:22]=[C:21]3[C:16]([C:17](=[O:35])[C:18]([C:30]([O:32]CC)=[O:31])=[CH:19][N:20]3[CH2:23][C:24]3[N:28]=[C:27]([CH3:29])[O:26][N:25]=3)=[CH:15][CH:14]=2)=[C:9]([C:36]2[S:37][CH:38]=[C:39]([C:41]([F:44])([F:43])[F:42])[N:40]=2)[CH:8]=1)=[O:5])[CH3:2].[OH-].[K+], predict the reaction product. The product is: [CH2:1]([NH:3][C:4]([NH:6][C:7]1[N:12]=[CH:11][C:10]([C:13]2[CH:22]=[C:21]3[C:16]([C:17](=[O:35])[C:18]([C:30]([OH:32])=[O:31])=[CH:19][N:20]3[CH2:23][C:24]3[N:28]=[C:27]([CH3:29])[O:26][N:25]=3)=[CH:15][CH:14]=2)=[C:9]([C:36]2[S:37][CH:38]=[C:39]([C:41]([F:42])([F:43])[F:44])[N:40]=2)[CH:8]=1)=[O:5])[CH3:2]. (5) Given the reactants [F:1][CH:2]([F:27])[O:3][C:4]1[CH:9]=[CH:8][C:7]([C:10]2[O:11][CH:12]=[C:13]([CH2:15][NH:16][C:17](=[O:25])[C:18]3[C:23]([CH3:24])=[CH:22][CH:21]=[CH:20][N:19]=3)[N:14]=2)=[CH:6][C:5]=1[OH:26].Br[CH2:29][CH2:30][CH3:31], predict the reaction product. The product is: [F:27][CH:2]([F:1])[O:3][C:4]1[CH:9]=[CH:8][C:7]([C:10]2[O:11][CH:12]=[C:13]([CH2:15][NH:16][C:17](=[O:25])[C:18]3[C:23]([CH3:24])=[CH:22][CH:21]=[CH:20][N:19]=3)[N:14]=2)=[CH:6][C:5]=1[O:26][CH2:29][CH2:30][CH3:31]. (6) Given the reactants [C:1]([O:5][C:6]([N:8]1[CH2:13][CH2:12][N:11]([C:14]2[N:22]([CH2:23][C:24]#[C:25][CH3:26])[C:21]3[C:20](=[O:27])[NH:19][C:18](=[O:28])[NH:17][C:16]=3[N:15]=2)[CH2:10][CH2:9]1)=[O:7])([CH3:4])([CH3:3])[CH3:2].C(=O)([O-])[O-].[K+].[K+].[C:35]([O:41][CH2:42]Cl)(=[O:40])[C:36]([CH3:39])([CH3:38])[CH3:37], predict the reaction product. The product is: [C:1]([O:5][C:6]([N:8]1[CH2:9][CH2:10][N:11]([C:14]2[N:22]([CH2:23][C:24]#[C:25][CH3:26])[C:21]3[C:20](=[O:27])[NH:19][C:18](=[O:28])[N:17]([CH2:42][O:41][C:35](=[O:40])[C:36]([CH3:39])([CH3:38])[CH3:37])[C:16]=3[N:15]=2)[CH2:12][CH2:13]1)=[O:7])([CH3:4])([CH3:2])[CH3:3]. (7) Given the reactants CI.[Mg].[Cl:4][C:5]1[CH:6]=[C:7]([CH:10]=[C:11]([Cl:13])[CH:12]=1)C#N.O.CC[O:17][CH2:18][CH3:19], predict the reaction product. The product is: [Cl:4][C:5]1[CH:6]=[C:7]([C:18](=[O:17])[CH3:19])[CH:10]=[C:11]([Cl:13])[CH:12]=1.